This data is from Catalyst prediction with 721,799 reactions and 888 catalyst types from USPTO. The task is: Predict which catalyst facilitates the given reaction. (1) Reactant: C(OC([N:8]([C:16]1[CH2:22][C:21]([C:23](=[O:31])[N:24]([CH2:28][CH2:29][CH3:30])[CH2:25][CH2:26][CH3:27])=[CH:20][C:19]2[CH:32]=[C:33]([C:36]3[CH:41]=[CH:40][C:39]([C:42]([N:44]4[CH2:48][CH2:47][CH2:46][CH2:45]4)=[O:43])=[CH:38][CH:37]=3)[CH:34]=[CH:35][C:18]=2[N:17]=1)C(OC(C)(C)C)=O)=O)(C)(C)C.C(O)(C(F)(F)F)=O. The catalyst class is: 2. Product: [NH2:8][C:16]1[CH2:22][C:21]([C:23]([N:24]([CH2:28][CH2:29][CH3:30])[CH2:25][CH2:26][CH3:27])=[O:31])=[CH:20][C:19]2[CH:32]=[C:33]([C:36]3[CH:41]=[CH:40][C:39]([C:42]([N:44]4[CH2:48][CH2:47][CH2:46][CH2:45]4)=[O:43])=[CH:38][CH:37]=3)[CH:34]=[CH:35][C:18]=2[N:17]=1. (2) Reactant: Cl.[Si]([O:9][C@H:10]1[C@H:14]([OH:15])[CH2:13][N:12]([C:16](=[O:45])[CH2:17][CH2:18][O:19][C:20]2[CH:44]=[CH:43][C:23]([CH2:24][NH:25][C:26]([C:28]3[CH:42]=[CH:41][C:31]([CH2:32][NH:33]C(=O)OC(C)(C)C)=[CH:30][CH:29]=3)=[O:27])=[CH:22][CH:21]=2)[CH2:11]1)(C(C)(C)C)(C)C. Product: [NH2:33][CH2:32][C:31]1[CH:41]=[CH:42][C:28]([C:26]([NH:25][CH2:24][C:23]2[CH:22]=[CH:21][C:20]([O:19][CH2:18][CH2:17][C:16]([N:12]3[CH2:13][C@@H:14]([OH:15])[C@H:10]([OH:9])[CH2:11]3)=[O:45])=[CH:44][CH:43]=2)=[O:27])=[CH:29][CH:30]=1. The catalyst class is: 12. (3) Reactant: C([O:8][C:9]1[C:10]2[CH:31]=[CH:30][CH:29]=[CH:28][C:11]=2[C:12]2[C@H:13]([CH2:26][Cl:27])[CH2:14][N:15]([C:18](=[O:25])[CH2:19][CH2:20][CH2:21][C:22]([OH:24])=[O:23])[C:16]=2[CH:17]=1)C1C=CC=CC=1. Product: [Cl:27][CH2:26][C@H:13]1[C:12]2[C:11]3[CH:28]=[CH:29][CH:30]=[CH:31][C:10]=3[C:9]([OH:8])=[CH:17][C:16]=2[N:15]([C:18](=[O:25])[CH2:19][CH2:20][CH2:21][C:22]([OH:24])=[O:23])[CH2:14]1. The catalyst class is: 358. (4) Product: [C:11]1([C:8]2[CH:9]=[CH:10][C:5]([CH:4]=[O:21])=[CH:6][C:7]=2[C:17]([F:18])([F:19])[F:20])[CH:12]=[CH:13][CH:14]=[CH:15][CH:16]=1. Reactant: CON(C)[C:4](=[O:21])[C:5]1[CH:10]=[CH:9][C:8]([C:11]2[CH:16]=[CH:15][CH:14]=[CH:13][CH:12]=2)=[C:7]([C:17]([F:20])([F:19])[F:18])[CH:6]=1.[H-].[H-].[H-].[H-].[Li+].[Al+3]. The catalyst class is: 1. (5) Reactant: [Br:1][C:2]1[CH:7]=[CH:6][CH:5]=[CH:4][C:3]=1[CH2:8][C:9]([CH3:16])([CH3:15])[C:10]([O:12]CC)=[O:11].[OH-].[Na+].Cl. Product: [Br:1][C:2]1[CH:7]=[CH:6][CH:5]=[CH:4][C:3]=1[CH2:8][C:9]([CH3:16])([CH3:15])[C:10]([OH:12])=[O:11]. The catalyst class is: 155. (6) The catalyst class is: 1. Reactant: [F:1][C:2]([F:34])([F:33])[C:3]1[CH:4]=[C:5]([C@H:13]2[O:18][C:17](=[O:19])[N:16]([CH2:20][C:21]3[CH:26]=[C:25]([C:27]([F:30])([F:29])[F:28])[CH:24]=[CH:23][C:22]=3I)[C@@H:15]([CH3:32])[CH2:14]2)[CH:6]=[C:7]([C:9]([F:12])([F:11])[F:10])[CH:8]=1.[CH3:35][O:36][C:37]1[CH:42]=[CH:41][C:40]([C:43]([CH3:47])([CH3:46])[CH2:44][OH:45])=[CH:39][C:38]=1B1OC(C)(C)C(C)(C)O1.C([O-])([O-])=O.[K+].[K+]. Product: [F:1][C:2]([F:34])([F:33])[C:3]1[CH:4]=[C:5]([C@H:13]2[O:18][C:17](=[O:19])[N:16]([CH2:20][C:21]3[CH:26]=[C:25]([C:27]([F:30])([F:29])[F:28])[CH:24]=[CH:23][C:22]=3[C:38]3[CH:39]=[C:40]([C:43]([CH3:47])([CH3:46])[CH2:44][OH:45])[CH:41]=[CH:42][C:37]=3[O:36][CH3:35])[C@@H:15]([CH3:32])[CH2:14]2)[CH:6]=[C:7]([C:9]([F:12])([F:11])[F:10])[CH:8]=1. (7) Reactant: [C:1](OC(=O)C)(=[O:3])[CH3:2].[NH2:8][C@@H:9]([C:21]([OH:23])=[O:22])[CH2:10][C:11](=[O:20])[O:12]CC1C=CC=CC=1.CC#N.O.CCN(CC)CC. Product: [C:1]([NH:8][C@@H:9]([C:21]([OH:23])=[O:22])[CH2:10][C:11]([OH:12])=[O:20])(=[O:3])[CH3:2]. The catalyst class is: 10.